From a dataset of Forward reaction prediction with 1.9M reactions from USPTO patents (1976-2016). Predict the product of the given reaction. (1) Given the reactants [C:1]([O:5][C@@H:6]([C:11]1[C:16]([CH3:17])=[CH:15][N:14]2[N:18]=[C:19]([C:21]([OH:23])=O)[CH:20]=[C:13]2[C:12]=1[N:24]1[CH2:29][CH2:28][C:27]([CH3:31])([CH3:30])[CH2:26][CH2:25]1)[C:7]([O:9]C)=[O:8])([CH3:4])([CH3:3])[CH3:2].[F:32][C:33]1[CH:38]=[CH:37][C:36]([CH2:39][NH2:40])=[CH:35][C:34]=1[CH3:41].CCN(C(C)C)C(C)C.CN(C(ON1N=NC2C=CC=NC1=2)=[N+](C)C)C.F[P-](F)(F)(F)(F)F.[OH-].[Na+], predict the reaction product. The product is: [C:1]([O:5][C@@H:6]([C:11]1[C:16]([CH3:17])=[CH:15][N:14]2[N:18]=[C:19]([C:21](=[O:23])[NH:40][CH2:39][C:36]3[CH:37]=[CH:38][C:33]([F:32])=[C:34]([CH3:41])[CH:35]=3)[CH:20]=[C:13]2[C:12]=1[N:24]1[CH2:25][CH2:26][C:27]([CH3:30])([CH3:31])[CH2:28][CH2:29]1)[C:7]([OH:9])=[O:8])([CH3:4])([CH3:2])[CH3:3]. (2) Given the reactants [CH2:1]([O:3][C:4]([C:6]1[CH:7]=[N:8][C:9]2[C:14]([C:15]=1Cl)=[CH:13][CH:12]=[CH:11][C:10]=2[N+:17]([O-])=O)=[O:5])[CH3:2].[S:20]1[CH:24]=[CH:23][CH:22]=[C:21]1[CH2:25][NH2:26], predict the reaction product. The product is: [CH2:1]([O:3][C:4]([C:6]1[CH:7]=[N:8][C:9]2[C:14]([C:15]=1[NH:26][CH2:25][C:21]1[S:20][CH:24]=[CH:23][CH:22]=1)=[CH:13][CH:12]=[CH:11][C:10]=2[NH2:17])=[O:5])[CH3:2]. (3) Given the reactants [ClH:1].[NH2:2][C:3]1[NH:7][N:6]=[C:5]([CH:8]2[CH2:13][CH2:12][N:11](C(OC(C)(C)C)=O)[CH2:10][CH2:9]2)[CH:4]=1, predict the reaction product. The product is: [ClH:1].[NH:11]1[CH2:10][CH2:9][CH:8]([C:5]2[CH:4]=[C:3]([NH2:2])[NH:7][N:6]=2)[CH2:13][CH2:12]1. (4) The product is: [Br:1][C:2]1[C:11]2[C:6](=[CH:7][C:8]([C:12]3[N:13]=[C:14]([C:17]4[CH:22]=[CH:21][CH:20]=[CH:19][CH:18]=4)[S:15][CH:16]=3)=[CH:9][CH:10]=2)[CH:5]=[CH:4][C:3]=1[O:23][CH2:25][C:26]([O:28][CH3:29])=[O:27]. Given the reactants [Br:1][C:2]1[C:11]2[C:6](=[CH:7][C:8]([C:12]3[N:13]=[C:14]([C:17]4[CH:22]=[CH:21][CH:20]=[CH:19][CH:18]=4)[S:15][CH:16]=3)=[CH:9][CH:10]=2)[CH:5]=[CH:4][C:3]=1[OH:23].Br[CH2:25][C:26]([O:28][CH3:29])=[O:27].C(=O)([O-])[O-].[Cs+].[Cs+], predict the reaction product. (5) Given the reactants Cl.[NH2:2][CH2:3][C:4]([NH:6][CH:7]([C:14]1[CH:19]=[CH:18][C:17]([Cl:20])=[CH:16][CH:15]=1)[C:8]1[CH:13]=[CH:12][CH:11]=[CH:10][CH:9]=1)=[O:5].CCN(C(C)C)C(C)C.[CH2:30]([N:37]=[C:38]=[O:39])[C:31]1[CH:36]=[CH:35][CH:34]=[CH:33][CH:32]=1, predict the reaction product. The product is: [CH2:30]([NH:37][C:38](=[O:39])[NH:2][CH2:3][C:4]([NH:6][CH:7]([C:14]1[CH:19]=[CH:18][C:17]([Cl:20])=[CH:16][CH:15]=1)[C:8]1[CH:13]=[CH:12][CH:11]=[CH:10][CH:9]=1)=[O:5])[C:31]1[CH:36]=[CH:35][CH:34]=[CH:33][CH:32]=1. (6) Given the reactants Cl[C:2]1[N:3]=[C:4]([N:19]2[CH2:23][CH2:22][C:21]([F:25])([F:24])[CH2:20]2)[C:5]2[N:10]=[N:9][N:8]([CH2:11][C:12]3[CH:17]=[CH:16][CH:15]=[CH:14][C:13]=3[Cl:18])[C:6]=2[N:7]=1.CCN(C(C)C)C(C)C.[CH2:35]([SH:37])[CH3:36], predict the reaction product. The product is: [Cl:18][C:13]1[CH:14]=[CH:15][CH:16]=[CH:17][C:12]=1[CH2:11][N:8]1[C:6]2[N:7]=[C:2]([S:37][CH2:35][CH3:36])[N:3]=[C:4]([N:19]3[CH2:23][CH2:22][C:21]([F:25])([F:24])[CH2:20]3)[C:5]=2[N:10]=[N:9]1.